This data is from Retrosynthesis with 50K atom-mapped reactions and 10 reaction types from USPTO. The task is: Predict the reactants needed to synthesize the given product. (1) Given the product O=C(NNC(=O)c1cc2cc(Cl)ncc2[nH]1)Nc1cccs1, predict the reactants needed to synthesize it. The reactants are: NNC(=O)c1cc2cc(Cl)ncc2[nH]1.O=C=Nc1cccs1. (2) Given the product c1ccc2cc(C3CCN(CCOc4cccc5[nH]ccc45)CC3)ccc2c1, predict the reactants needed to synthesize it. The reactants are: ClCCOc1cccc2[nH]ccc12.c1ccc2cc(C3CCNCC3)ccc2c1. (3) Given the product CC(=O)N(C)CCN(C)C, predict the reactants needed to synthesize it. The reactants are: CC(=O)OC(C)=O.CNCCN(C)C. (4) Given the product CCOC(=O)N=S(C)(=O)c1ccc(Nc2ncc(-c3ccsc3)c(N[C@H](CO)CC(C)C)n2)cc1, predict the reactants needed to synthesize it. The reactants are: CC(C)C[C@@H](CO)Nc1nc(Cl)ncc1-c1ccsc1.CCOC(=O)N=S(C)(=O)c1ccc(N)cc1. (5) Given the product COc1c(C)cnc(CSc2nc3cc4c(cc3[nH]2)C(C)(C)C(=O)C4(C)C)c1C, predict the reactants needed to synthesize it. The reactants are: CC1(C)C(=O)C(C)(C)c2cc3[nH]c(S)nc3cc21.COc1c(C)cnc(CCl)c1C. (6) Given the product COC(=O)c1cc(NC(=O)C(C)C)cc(-c2ccc(C)cn2)c1F, predict the reactants needed to synthesize it. The reactants are: CC(C)C(=O)Cl.COC(=O)c1cc(N)cc(-c2ccc(C)cn2)c1F.